This data is from Catalyst prediction with 721,799 reactions and 888 catalyst types from USPTO. The task is: Predict which catalyst facilitates the given reaction. (1) Reactant: C(OC([N:8]1[CH2:13][CH2:12][CH:11]([O:14][C:15]2[C:16]([C:30]([OH:32])=[O:31])=[N:17][N:18]([C:22]3[CH:27]=[CH:26][C:25]([Cl:28])=[C:24]([Cl:29])[CH:23]=3)[C:19](=[O:21])[CH:20]=2)[CH2:10][CH2:9]1)=O)(C)(C)C.Cl.O1CCOCC1.CCOCC. Product: [ClH:28].[Cl:29][C:24]1[CH:23]=[C:22]([N:18]2[C:19](=[O:21])[CH:20]=[C:15]([O:14][CH:11]3[CH2:10][CH2:9][NH:8][CH2:13][CH2:12]3)[C:16]([C:30]([OH:32])=[O:31])=[N:17]2)[CH:27]=[CH:26][C:25]=1[Cl:28]. The catalyst class is: 2. (2) Reactant: C([N:8]1[CH2:14][CH:13]2[N:15]([CH3:16])[CH:10]([CH2:11][CH2:12]2)[CH2:9]1)C1C=CC=CC=1.[H][H]. Product: [CH3:16][N:15]1[CH:10]2[CH2:11][CH2:12][CH:13]1[CH2:14][NH:8][CH2:9]2. The catalyst class is: 19.